This data is from Catalyst prediction with 721,799 reactions and 888 catalyst types from USPTO. The task is: Predict which catalyst facilitates the given reaction. (1) Reactant: [I:1][C:2]1[CH:3]=[CH:4][C:5]([NH:8][C:9](=O)[C:10]([CH3:13])([CH3:12])[CH3:11])=[N:6][CH:7]=1.COC1C=CC(P2(SP(C3C=CC(OC)=CC=3)(=S)S2)=[S:24])=CC=1. Product: [I:1][C:2]1[CH:3]=[CH:4][C:5]([NH:8][C:9](=[S:24])[C:10]([CH3:13])([CH3:12])[CH3:11])=[N:6][CH:7]=1. The catalyst class is: 11. (2) Reactant: [Br:1][C:2]1[C:3]([CH2:12][O:13][C:14]2[CH:19]=[CH:18][C:17]([Cl:20])=[C:16]([Cl:21])[CH:15]=2)=[CH:4][C:5]2[O:9][N:8]=[C:7]([NH2:10])[C:6]=2[CH:11]=1.[C:22](O[C:22]([O:24][C:25]([CH3:28])([CH3:27])[CH3:26])=[O:23])([O:24][C:25]([CH3:28])([CH3:27])[CH3:26])=[O:23]. Product: [Br:1][C:2]1[C:3]([CH2:12][O:13][C:14]2[CH:19]=[CH:18][C:17]([Cl:20])=[C:16]([Cl:21])[CH:15]=2)=[CH:4][C:5]2[O:9][N:8]=[C:7]([N:10]([C:22]([O:24][C:25]([CH3:28])([CH3:27])[CH3:26])=[O:23])[C:22](=[O:23])[O:24][C:25]([CH3:28])([CH3:27])[CH3:26])[C:6]=2[CH:11]=1. The catalyst class is: 64. (3) Reactant: [Br:1][C:2]1[CH:7]=[CH:6][CH:5]=[CH:4][C:3]=1[C@@H:8]1[CH2:10][C@H:9]1[C:11]([O:13]CC)=[O:12].[OH-].[K+].O. Product: [Br:1][C:2]1[CH:7]=[CH:6][CH:5]=[CH:4][C:3]=1[C@@H:8]1[CH2:10][C@H:9]1[C:11]([OH:13])=[O:12]. The catalyst class is: 5. (4) Reactant: [Br:1][C:2]1[CH:7]=[CH:6][C:5]([OH:8])=[CH:4][N:3]=1.F[C:21]1[CH:26]=[CH:25][C:24](CS(C[C:21]2[CH:26]=[CH:25][C:24](F)=[CH:23][CH:22]=2)(=O)=O)=[CH:23][CH:22]=1.C([O-])([O-])=[O:29].[K+].[K+].C[S:35]([CH3:37])=[O:36]. Product: [Br:1][C:2]1[CH:7]=[CH:6][C:5]([O:8][C:21]2[CH:22]=[CH:23][C:24]([S:35]([CH3:37])(=[O:29])=[O:36])=[CH:25][CH:26]=2)=[CH:4][N:3]=1. The catalyst class is: 4. (5) Reactant: CON(C)[C:4]([CH:6]1[CH2:14][C:13]2[C:8](=[CH:9][CH:10]=[CH:11][CH:12]=2)[CH2:7]1)=[O:5].[CH2:16]([Mg]Br)[C:17]1[CH:22]=[CH:21][CH:20]=[CH:19][CH:18]=1.[Cl-].[NH4+]. Product: [CH2:7]1[C:8]2[C:13](=[CH:12][CH:11]=[CH:10][CH:9]=2)[CH2:14][CH:6]1[C:4](=[O:5])[CH2:16][C:17]1[CH:22]=[CH:21][CH:20]=[CH:19][CH:18]=1. The catalyst class is: 1.